Dataset: Reaction yield outcomes from USPTO patents with 853,638 reactions. Task: Predict the reaction yield, written as a fraction of the theoretical maximum amount of product (1.0 means a 100% yield; for example, 0.34 means a 34% yield). (1) The reactants are [N:1]([CH2:4][CH2:5][CH2:6][C@:7]1([C:25]2[CH:30]=[CH:29][CH:28]=[CH:27][CH:26]=2)[N:11]([C:12](=[O:16])[C@@H:13]([OH:15])[CH3:14])[N:10]=[C:9]([C:17]2[CH:22]=[C:21]([F:23])[CH:20]=[CH:19][C:18]=2[F:24])[S:8]1)=[N+:2]=[N-:3].[CH3:31]I.[H-].[Na+].[NH4+].[Cl-]. The catalyst is CN(C=O)C. The product is [N:1]([CH2:4][CH2:5][CH2:6][C@:7]1([C:25]2[CH:30]=[CH:29][CH:28]=[CH:27][CH:26]=2)[N:11]([C:12](=[O:16])[C@@H:13]([O:15][CH3:31])[CH3:14])[N:10]=[C:9]([C:17]2[CH:22]=[C:21]([F:23])[CH:20]=[CH:19][C:18]=2[F:24])[S:8]1)=[N+:2]=[N-:3]. The yield is 0.940. (2) The reactants are [Cl:1][C:2]1[N:3]=[C:4]([C:9]([NH:11][C:12]2[CH:32]=[CH:31][C:15]3[N:16]([CH2:20][C:21]4[CH:22]=[C:23]([CH:28]=[CH:29][CH:30]=4)[C:24]([O:26]C)=[O:25])[CH2:17][CH2:18][O:19][C:14]=3[CH:13]=2)=[O:10])[NH:5][C:6]=1[CH2:7][CH3:8].[OH-].[Li+].CO. The catalyst is O1CCCC1. The product is [Cl:1][C:2]1[N:3]=[C:4]([C:9]([NH:11][C:12]2[CH:32]=[CH:31][C:15]3[N:16]([CH2:20][C:21]4[CH:22]=[C:23]([CH:28]=[CH:29][CH:30]=4)[C:24]([OH:26])=[O:25])[CH2:17][CH2:18][O:19][C:14]=3[CH:13]=2)=[O:10])[NH:5][C:6]=1[CH2:7][CH3:8]. The yield is 0.710. (3) The reactants are [NH2:1][C:2]1[CH:7]=[CH:6][C:5]([S:8]([NH:11][C:12]2[S:13][C:14]([CH3:17])=[N:15][N:16]=2)(=[O:10])=[O:9])=[CH:4][CH:3]=1.[CH3:18][NH:19][C:20](Cl)=[O:21]. The catalyst is N1C=CC=CC=1. The product is [CH3:17][C:14]1[S:13][C:12]([NH:11][S:8]([C:5]2[CH:6]=[CH:7][C:2]([NH:1][C:20]([NH:19][CH3:18])=[O:21])=[CH:3][CH:4]=2)(=[O:10])=[O:9])=[N:16][N:15]=1. The yield is 0.206. (4) The reactants are [C:1]1([CH:7]([C:23]2[CH:28]=[CH:27][CH:26]=[CH:25][CH:24]=2)[N:8]2[CH2:11]C(NCC3C=CC=CC=3)(C(O)=O)[CH2:9]2)[CH:6]=[CH:5][CH:4]=[CH:3][CH:2]=1.C([N:32](CC)[CH:33]([CH3:35])[CH3:34])(C)C.C[CH:39]([NH2:41])[CH3:40].C([O:45][CH2:46][CH3:47])(=O)C. The catalyst is CN(C=O)C. The product is [C:23]1([CH:7]([C:1]2[CH:2]=[CH:3][CH:4]=[CH:5][CH:6]=2)[N:8]2[CH2:9][C:47]([NH:41][CH2:39][C:40]3[CH:5]=[CH:6][CH:1]=[CH:2][CH:3]=3)([C:46]([NH:32][CH:33]([CH3:34])[CH3:35])=[O:45])[CH2:11]2)[CH:24]=[CH:25][CH:26]=[CH:27][CH:28]=1. The yield is 0.920. (5) The product is [F:8][C:3]1[C:2]([C:17]2[CH2:22][CH2:21][N:20]([C:23](=[O:25])[CH3:24])[CH2:19][CH:18]=2)=[CH:7][CH:6]=[CH:5][N:4]=1. The yield is 0.210. The reactants are Br[C:2]1[C:3]([F:8])=[N:4][CH:5]=[CH:6][CH:7]=1.CC1(C)C(C)(C)OB([C:17]2[CH2:22][CH2:21][N:20]([C:23](=[O:25])[CH3:24])[CH2:19][CH:18]=2)O1.C(=O)([O-])[O-].[Na+].[Na+]. The catalyst is COCCOC.O. (6) The reactants are CN(C(ON1N=NC2C=CC=NC1=2)=[N+](C)C)C.F[P-](F)(F)(F)(F)F.[Cl:25][C:26]1[N:30]2[CH:31]=[C:32]([CH:39]3[CH2:41][CH2:40]3)[CH:33]=[C:34]([C:35]([F:38])([F:37])[F:36])[C:29]2=[N:28][C:27]=1[C:42](O)=[O:43].[NH:45]1[CH2:50][CH2:49][CH:48]([N:51]2[C:55](=[O:56])[CH2:54][CH2:53][C:52]2=[O:57])[CH2:47][CH2:46]1.CCN(C(C)C)C(C)C.Cl. The catalyst is CN(C)C=O.C(Cl)Cl. The product is [Cl:25][C:26]1[N:30]2[CH:31]=[C:32]([CH:39]3[CH2:40][CH2:41]3)[CH:33]=[C:34]([C:35]([F:37])([F:36])[F:38])[C:29]2=[N:28][C:27]=1[C:42]([N:45]1[CH2:50][CH2:49][CH:48]([N:51]2[C:52](=[O:57])[CH2:53][CH2:54][C:55]2=[O:56])[CH2:47][CH2:46]1)=[O:43]. The yield is 0.397. (7) The reactants are [C:1]([C:5]1[CH:6]=[C:7]([C:14](O)=[O:15])[CH:8]=[C:9]([CH:13]=1)[C:10](O)=[O:11])([CH3:4])([CH3:3])[CH3:2].[BH4-].[Na+].B(F)(F)F.CCOCC. The catalyst is O1CCCC1. The product is [C:1]([C:5]1[CH:13]=[C:9]([CH2:10][OH:11])[CH:8]=[C:7]([CH2:14][OH:15])[CH:6]=1)([CH3:4])([CH3:2])[CH3:3]. The yield is 0.950. (8) The reactants are [NH2:1][C:2]1[N:7]=[CH:6][N:5]=[C:4]2[N:8]([CH2:25][C@H:26]3[CH2:30][CH2:29][CH2:28][N:27]3[C:31](=[O:35])[CH2:32][C:33]#[N:34])[N:9]=[C:10]([C:11]3[CH:16]=[CH:15][C:14]([O:17][C:18]4[CH:23]=[CH:22][CH:21]=[CH:20][C:19]=4[F:24])=[CH:13][CH:12]=3)[C:3]=12.N1[CH2:41][CH2:40][CH2:39][CH2:38]C1.C1(C=O)CC1. The catalyst is CO. The product is [NH2:1][C:2]1[N:7]=[CH:6][N:5]=[C:4]2[N:8]([CH2:25][C@H:26]3[CH2:30][CH2:29][CH2:28][N:27]3[C:31]([C:32](=[CH:38][CH:39]3[CH2:41][CH2:40]3)[C:33]#[N:34])=[O:35])[N:9]=[C:10]([C:11]3[CH:16]=[CH:15][C:14]([O:17][C:18]4[CH:23]=[CH:22][CH:21]=[CH:20][C:19]=4[F:24])=[CH:13][CH:12]=3)[C:3]=12. The yield is 0.320. (9) The reactants are [Br:1][C:2]1[CH:10]=[CH:9][CH:8]=[C:7]2[C:3]=1[C:4](=[O:12])[C:5](=[O:11])[NH:6]2.[H-].[Na+].Br.Br[CH2:17][C:18]1[CH:23]=[CH:22][CH:21]=[CH:20][N:19]=1. The catalyst is CN(C)C=O. The product is [Br:1][C:2]1[CH:10]=[CH:9][CH:8]=[C:7]2[C:3]=1[C:4](=[O:12])[C:5](=[O:11])[N:6]2[CH2:17][C:18]1[CH:23]=[CH:22][CH:21]=[CH:20][N:19]=1. The yield is 0.850.